Predict which catalyst facilitates the given reaction. From a dataset of Catalyst prediction with 721,799 reactions and 888 catalyst types from USPTO. (1) Reactant: Cl[C:2]1[N:11]=[C:10]([NH:12][CH2:13][C:14]([C:22]2[CH:27]=[CH:26][CH:25]=[CH:24][CH:23]=2)([C:16]2[CH:21]=[CH:20][CH:19]=[CH:18][CH:17]=2)[OH:15])[C:9]2[C:4](=[CH:5][CH:6]=[CH:7][CH:8]=2)[N:3]=1.[CH3:28][C:29]1[C:34](B(O)O)=[CH:33][N:32]2[CH:38]=[CH:39][N:40]=[C:31]2[CH:30]=1.C(NC1C2C(=CC=CC=2)N=C(C2SC3C=CC=CC=3C=2)N=1)(C1C=CC=CC=1)C1C=CC=CC=1. Product: [CH3:28][C:29]1[C:34]([C:2]2[N:11]=[C:10]([NH:12][CH2:13][C:14]([C:22]3[CH:27]=[CH:26][CH:25]=[CH:24][CH:23]=3)([C:16]3[CH:21]=[CH:20][CH:19]=[CH:18][CH:17]=3)[OH:15])[C:9]3[C:4](=[CH:5][CH:6]=[CH:7][CH:8]=3)[N:3]=2)=[CH:33][N:32]2[CH:38]=[CH:39][N:40]=[C:31]2[CH:30]=1. The catalyst class is: 147. (2) Reactant: [C:1](=O)([O:37]C1C=CC([N+]([O-])=O)=CC=1)[O:2][C@H:3]([CH2:18][C:19]1[CH:27]=[C:26]([CH3:28])[C:25]2[C:21](=[CH:22][N:23]([CH2:29][O:30][CH2:31][CH2:32][Si:33]([CH3:36])([CH3:35])[CH3:34])[N:24]=2)[CH:20]=1)[C:4](=[O:17])[N:5]1[CH2:10][CH2:9][CH:8]([N:11]2[CH2:16][CH2:15][CH2:14][CH2:13][CH2:12]2)[CH2:7][CH2:6]1.Cl.[NH:49]1[CH2:54][CH2:53][CH:52]([C:55]2[C:56](=[O:65])[NH:57][C:58]3[C:63]([CH:64]=2)=[CH:62][CH:61]=[CH:60][CH:59]=3)[CH2:51][CH2:50]1.C(N(C(C)C)CC)(C)C. Product: [O:65]=[C:56]1[C:55]([CH:52]2[CH2:53][CH2:54][N:49]([C:1]([O:2][C@H:3]([CH2:18][C:19]3[CH:27]=[C:26]([CH3:28])[C:25]4[C:21](=[CH:22][N:23]([CH2:29][O:30][CH2:31][CH2:32][Si:33]([CH3:35])([CH3:36])[CH3:34])[N:24]=4)[CH:20]=3)[C:4](=[O:17])[N:5]3[CH2:10][CH2:9][CH:8]([N:11]4[CH2:12][CH2:13][CH2:14][CH2:15][CH2:16]4)[CH2:7][CH2:6]3)=[O:37])[CH2:50][CH2:51]2)=[CH:64][C:63]2[C:58](=[CH:59][CH:60]=[CH:61][CH:62]=2)[NH:57]1. The catalyst class is: 9. (3) Reactant: [CH2:1]([O:8][C:9]1[CH:14]=[CH:13][C:12]([N:15]=[CH:16][C:17]2[CH:22]=[CH:21][CH:20]=[C:19]([O:23][CH:24]3[CH2:29][CH2:28][CH2:27][CH2:26][O:25]3)[CH:18]=2)=[CH:11][CH:10]=1)[C:2]1[CH:7]=[CH:6][CH:5]=[CH:4][CH:3]=1.[BH4-].[Na+].C(=O)(O)[O-].[Na+]. Product: [CH2:1]([O:8][C:9]1[CH:10]=[CH:11][C:12]([NH:15][CH2:16][C:17]2[CH:22]=[CH:21][CH:20]=[C:19]([O:23][CH:24]3[CH2:29][CH2:28][CH2:27][CH2:26][O:25]3)[CH:18]=2)=[CH:13][CH:14]=1)[C:2]1[CH:3]=[CH:4][CH:5]=[CH:6][CH:7]=1. The catalyst class is: 100. (4) Reactant: [Br:1][C:2]1[C:3]([NH2:10])=[C:4]([NH2:9])[C:5]([Br:8])=[CH:6][CH:7]=1.C(O)C.[Se:14](=O)=O. Product: [Br:1][C:2]1[C:3]2[C:4](=[N:9][Se:14][N:10]=2)[C:5]([Br:8])=[CH:6][CH:7]=1. The catalyst class is: 6.